Predict the reactants needed to synthesize the given product. From a dataset of Full USPTO retrosynthesis dataset with 1.9M reactions from patents (1976-2016). The reactants are: CC1(C)[CH2:11][CH2:10][C:9]([CH3:13])([CH3:12])[C:8]2[CH:7]=[C:6]([C:14]#[C:15][C:16]([O:18][CH2:19]C)=[O:17])[CH:5]=[CH:4][C:3]1=2.CC1(C)C2C(=CC=C(C#C)C=2)[S:26]CC1.COC(Cl)=O.C([Li])CCC. Given the product [CH3:12][C:9]1([CH3:13])[C:8]2[C:3](=[CH:4][CH:5]=[C:6]([C:14]#[C:15][C:16]([O:18][CH3:19])=[O:17])[CH:7]=2)[S:26][CH2:11][CH2:10]1, predict the reactants needed to synthesize it.